Dataset: NCI-60 drug combinations with 297,098 pairs across 59 cell lines. Task: Regression. Given two drug SMILES strings and cell line genomic features, predict the synergy score measuring deviation from expected non-interaction effect. (1) Drug 1: C1=C(C(=O)NC(=O)N1)F. Drug 2: CCC1(C2=C(COC1=O)C(=O)N3CC4=CC5=C(C=CC(=C5CN(C)C)O)N=C4C3=C2)O.Cl. Cell line: MDA-MB-231. Synergy scores: CSS=18.7, Synergy_ZIP=-13.4, Synergy_Bliss=-11.4, Synergy_Loewe=-6.60, Synergy_HSA=-5.79. (2) Drug 1: C1CCC(C1)C(CC#N)N2C=C(C=N2)C3=C4C=CNC4=NC=N3. Drug 2: CC1C(C(CC(O1)OC2CC(CC3=C2C(=C4C(=C3O)C(=O)C5=C(C4=O)C(=CC=C5)OC)O)(C(=O)CO)O)N)O.Cl. Cell line: A549. Synergy scores: CSS=39.2, Synergy_ZIP=-0.134, Synergy_Bliss=-1.98, Synergy_Loewe=-11.5, Synergy_HSA=-0.0632. (3) Drug 1: CCC1=CC2CC(C3=C(CN(C2)C1)C4=CC=CC=C4N3)(C5=C(C=C6C(=C5)C78CCN9C7C(C=CC9)(C(C(C8N6C)(C(=O)OC)O)OC(=O)C)CC)OC)C(=O)OC.C(C(C(=O)O)O)(C(=O)O)O. Drug 2: CCCCC(=O)OCC(=O)C1(CC(C2=C(C1)C(=C3C(=C2O)C(=O)C4=C(C3=O)C=CC=C4OC)O)OC5CC(C(C(O5)C)O)NC(=O)C(F)(F)F)O. Cell line: MOLT-4. Synergy scores: CSS=73.5, Synergy_ZIP=1.14, Synergy_Bliss=1.28, Synergy_Loewe=0.238, Synergy_HSA=3.53. (4) Drug 1: COC1=C2C(=CC3=C1OC=C3)C=CC(=O)O2. Drug 2: C1C(C(OC1N2C=NC(=NC2=O)N)CO)O. Cell line: DU-145. Synergy scores: CSS=-2.29, Synergy_ZIP=-3.43, Synergy_Bliss=-9.78, Synergy_Loewe=-10.4, Synergy_HSA=-10.2. (5) Drug 1: C1CC(=O)NC(=O)C1N2CC3=C(C2=O)C=CC=C3N. Drug 2: CC1C(C(CC(O1)OC2CC(CC3=C2C(=C4C(=C3O)C(=O)C5=C(C4=O)C(=CC=C5)OC)O)(C(=O)C)O)N)O.Cl. Cell line: SK-MEL-2. Synergy scores: CSS=15.6, Synergy_ZIP=-4.62, Synergy_Bliss=3.38, Synergy_Loewe=-12.2, Synergy_HSA=3.34. (6) Drug 1: C1=CC(=C2C(=C1NCCNCCO)C(=O)C3=C(C=CC(=C3C2=O)O)O)NCCNCCO. Drug 2: C#CCC(CC1=CN=C2C(=N1)C(=NC(=N2)N)N)C3=CC=C(C=C3)C(=O)NC(CCC(=O)O)C(=O)O. Cell line: EKVX. Synergy scores: CSS=17.7, Synergy_ZIP=-4.22, Synergy_Bliss=-2.51, Synergy_Loewe=-1.54, Synergy_HSA=-0.602.